This data is from Full USPTO retrosynthesis dataset with 1.9M reactions from patents (1976-2016). The task is: Predict the reactants needed to synthesize the given product. (1) Given the product [C:10]([C:2]1[CH:3]=[C:4]([NH2:9])[CH:5]=[CH:6][CH:7]=1)#[CH:11], predict the reactants needed to synthesize it. The reactants are: Cl[C:2]1[CH:3]=[C:4]([NH2:9])[CH:5]=[CH:6][C:7]=1F.[CH2:10](N)[CH3:11].C(O)C. (2) The reactants are: [CH3:1][O:2][C:3](=[O:12])[C:4]1[CH:9]=[CH:8][CH:7]=[C:6]([CH:10]=O)[CH:5]=1.[NH2:13][C:14]1[S:15][C:16]([CH3:19])=[N:17][N:18]=1.C([O:22][C:23](=O)[C:24]([OH:36])=[CH:25][C:26]([C:28]1[CH:33]=[CH:32][C:31]([O:34][CH3:35])=[CH:30][CH:29]=1)=[O:27])C. Given the product [CH3:1][O:2][C:3](=[O:12])[C:4]1[CH:9]=[CH:8][CH:7]=[C:6]([CH:10]2[C:25]([C:26](=[O:27])[C:28]3[CH:33]=[CH:32][C:31]([O:34][CH3:35])=[CH:30][CH:29]=3)=[C:24]([OH:36])[C:23](=[O:22])[N:13]2[C:14]2[S:15][C:16]([CH3:19])=[N:17][N:18]=2)[CH:5]=1, predict the reactants needed to synthesize it. (3) Given the product [Cl:1][C:2]1[C:3]([NH:13][C:14]2[CH:19]=[N:18][CH:17]=[C:16]([C:20]3[CH:21]=[CH:22][C:23]([OH:26])=[CH:24][CH:25]=3)[N:15]=2)=[CH:4][C:5]([O:11][CH3:12])=[C:6]([CH:10]=1)[C:7]([NH:31][CH2:30][CH2:29][N:28]([CH3:32])[CH3:27])=[O:9], predict the reactants needed to synthesize it. The reactants are: [Cl:1][C:2]1[C:3]([NH:13][C:14]2[CH:19]=[N:18][CH:17]=[C:16]([C:20]3[CH:25]=[CH:24][C:23]([OH:26])=[CH:22][CH:21]=3)[N:15]=2)=[CH:4][C:5]([O:11][CH3:12])=[C:6]([CH:10]=1)[C:7]([OH:9])=O.[CH3:27][N:28]([CH3:32])[CH2:29][CH2:30][NH2:31].C(N(CC)CC)C.CN(C(ON1N=NC2C=CC=CC1=2)=[N+](C)C)C.[B-](F)(F)(F)F. (4) Given the product [Cl:1][C:2]1[CH:3]=[C:4]([C@@H:8]2[C@@H:13]([C:14]3[CH:19]=[CH:18][C:17]([Cl:20])=[CH:16][CH:15]=3)[N:12]([C@H:21]([CH2:25][CH3:26])[C@@H:22]([OH:24])[CH3:23])[C:11](=[O:27])[C@:10]([CH2:29][C:30]([OH:32])=[O:31])([CH3:28])[CH2:9]2)[CH:5]=[CH:6][CH:7]=1, predict the reactants needed to synthesize it. The reactants are: [Cl:1][C:2]1[CH:3]=[C:4]([C@@H:8]2[C@@H:13]([C:14]3[CH:19]=[CH:18][C:17]([Cl:20])=[CH:16][CH:15]=3)[N:12]([C@H:21]([CH2:25][CH3:26])[C:22](=[O:24])[CH3:23])[C:11](=[O:27])[C@:10]([CH2:29][C:30]([OH:32])=[O:31])([CH3:28])[CH2:9]2)[CH:5]=[CH:6][CH:7]=1.[BH4-].[Na+].[NH4+].[Cl-]. (5) Given the product [ClH:26].[CH3:25][N:23]1[N:22]=[N:21][C:20]([C:17]2[CH:16]=[CH:15][C:14]([N:11]3[CH2:12][CH2:13][NH:8][CH2:9][CH2:10]3)=[CH:19][CH:18]=2)=[N:24]1, predict the reactants needed to synthesize it. The reactants are: C(OC([N:8]1[CH2:13][CH2:12][N:11]([C:14]2[CH:19]=[CH:18][C:17]([C:20]3[N:21]=[N:22][N:23]([CH3:25])[N:24]=3)=[CH:16][CH:15]=2)[CH2:10][CH2:9]1)=O)(C)(C)C.[ClH:26]. (6) Given the product [F:7][C:8]1[CH:26]=[CH:25][C:11]([O:12][CH2:13][CH2:14][CH:15]([CH2:21][CH2:22][CH:23]=[CH2:24])[CH2:16][OH:17])=[CH:10][CH:9]=1, predict the reactants needed to synthesize it. The reactants are: [H-].[H-].[H-].[H-].[Li+].[Al+3].[F:7][C:8]1[CH:26]=[CH:25][C:11]([O:12][CH2:13][CH2:14][CH:15]([CH2:21][CH2:22][CH:23]=[CH2:24])[C:16](OCC)=[O:17])=[CH:10][CH:9]=1.[F-].[K+]. (7) Given the product [CH:1]1[C:10]2[C:5](=[CH:6][CH:7]=[CH:8][CH:9]=2)[CH:4]=[CH:3][C:2]=1[CH:11]([CH2:30][N+:27]([O-:29])=[O:28])[CH2:12][C:13]([NH:15][C:16]1[CH:17]=[CH:18][C:19]([C:20]([O:22][CH2:23][CH3:24])=[O:21])=[CH:25][CH:26]=1)=[O:14], predict the reactants needed to synthesize it. The reactants are: [CH:1]1[C:10]2[C:5](=[CH:6][CH:7]=[CH:8][CH:9]=2)[CH:4]=[CH:3][C:2]=1[CH:11]=[CH:12][C:13]([NH:15][C:16]1[CH:26]=[CH:25][C:19]([C:20]([O:22][CH2:23][CH3:24])=[O:21])=[CH:18][CH:17]=1)=[O:14].[N+:27]([CH2:30]C(C1C=CC=CC=1)CC(NC1C=CC(C(OCC)=O)=CC=1)=O)([O-:29])=[O:28].